From a dataset of Peptide-MHC class I binding affinity with 185,985 pairs from IEDB/IMGT. Regression. Given a peptide amino acid sequence and an MHC pseudo amino acid sequence, predict their binding affinity value. This is MHC class I binding data. (1) The peptide sequence is HFDDVANGF. The MHC is HLA-B15:01 with pseudo-sequence HLA-B15:01. The binding affinity (normalized) is 0.0847. (2) The peptide sequence is RMFKRVFNM. The MHC is HLA-A32:07 with pseudo-sequence HLA-A32:07. The binding affinity (normalized) is 0.738. (3) The peptide sequence is VQYRILPMII. The binding affinity (normalized) is 0. The MHC is HLA-A26:01 with pseudo-sequence HLA-A26:01. (4) The peptide sequence is RLHDAWWTL. The MHC is HLA-A02:01 with pseudo-sequence HLA-A02:01. The binding affinity (normalized) is 1.00. (5) The peptide sequence is IIHDFIDNP. The MHC is HLA-A02:01 with pseudo-sequence HLA-A02:01. The binding affinity (normalized) is 0. (6) The peptide sequence is RPMSASRPA. The MHC is HLA-B08:01 with pseudo-sequence HLA-B08:01. The binding affinity (normalized) is 0.463. (7) The peptide sequence is ITEMLQKEY. The MHC is HLA-A01:01 with pseudo-sequence HLA-A01:01. The binding affinity (normalized) is 0.729.